Dataset: Forward reaction prediction with 1.9M reactions from USPTO patents (1976-2016). Task: Predict the product of the given reaction. (1) Given the reactants N[CH:2]([OH:9])[C:3]1[CH:8]=[CH:7][CH:6]=[CH:5][CH:4]=1.[CH3:10][O:11][C:12](Cl)=[O:13].CC[N:17](C(C)C)C(C)C, predict the reaction product. The product is: [CH3:10][O:11][C:12](=[O:13])[NH:17][C:4]1[CH:5]=[CH:6][CH:7]=[CH:8][C:3]=1[CH2:2][OH:9]. (2) Given the reactants [C:1]1([CH3:9])[CH:6]=[CH:5][C:4]([C:7]#[CH:8])=[CH:3][CH:2]=1.CO, predict the reaction product. The product is: [C:1]1([CH3:9])[CH:6]=[CH:5][C:4]([C:7]#[C:8][C:8]#[C:7][C:4]2[CH:5]=[CH:6][C:1]([CH3:9])=[CH:2][CH:3]=2)=[CH:3][CH:2]=1.